This data is from CYP3A4 inhibition data for predicting drug metabolism from PubChem BioAssay. The task is: Regression/Classification. Given a drug SMILES string, predict its absorption, distribution, metabolism, or excretion properties. Task type varies by dataset: regression for continuous measurements (e.g., permeability, clearance, half-life) or binary classification for categorical outcomes (e.g., BBB penetration, CYP inhibition). Dataset: cyp3a4_veith. The drug is O=C(O)CCNc1ccccc1C(=O)O. The result is 0 (non-inhibitor).